This data is from Forward reaction prediction with 1.9M reactions from USPTO patents (1976-2016). The task is: Predict the product of the given reaction. (1) Given the reactants Cl[C:2]1[CH:3]=[CH:4][C:5]2[N:6]([C:8]([CH:11]([C:13]3[CH:14]=[C:15]4[C:19](=[CH:20][CH:21]=3)[N:18]([CH3:22])[N:17]=[CH:16]4)[CH3:12])=[CH:9][N:10]=2)[N:7]=1.C([Sn](CCCC)(CCCC)[C:28]([O:30][CH2:31][CH3:32])=[CH2:29])CCC, predict the reaction product. The product is: [CH2:31]([O:30][C:28]([C:2]1[CH:3]=[CH:4][C:5]2[N:6]([C:8]([CH:11]([C:13]3[CH:14]=[C:15]4[C:19](=[CH:20][CH:21]=3)[N:18]([CH3:22])[N:17]=[CH:16]4)[CH3:12])=[CH:9][N:10]=2)[N:7]=1)=[CH2:29])[CH3:32]. (2) Given the reactants [Br:1][C:2]1[CH:7]=[CH:6][C:5]([S:8](Cl)(=[O:10])=[O:9])=[C:4]([O:12][C:13]([F:16])([F:15])[F:14])[CH:3]=1.[NH3:17], predict the reaction product. The product is: [Br:1][C:2]1[CH:7]=[CH:6][C:5]([S:8]([NH2:17])(=[O:10])=[O:9])=[C:4]([O:12][C:13]([F:16])([F:15])[F:14])[CH:3]=1. (3) Given the reactants [Cl:1][S:2]([OH:5])(=O)=[O:3].[F:6][C:7]1[CH:8]=[C:9]([CH:19]=[CH:20][CH:21]=1)[CH2:10][CH:11]1[CH:16]2[CH2:17][CH2:18][N:13]([CH2:14][CH2:15]2)[CH2:12]1.O, predict the reaction product. The product is: [N:13]12[CH2:18][CH2:17][CH:16]([CH2:15][CH2:14]1)[CH:11]([CH2:10][C:9]1[CH:8]=[C:7]([F:6])[CH:21]=[CH:20][C:19]=1[S:2]([Cl:1])(=[O:5])=[O:3])[CH2:12]2. (4) Given the reactants [C:1]([C:5]1[CH:6]=[C:7]2[C:11](=[CH:12][CH:13]=1)[N:10]([CH:14]1[CH2:19][CH2:18][CH2:17][CH2:16][O:15]1)[N:9]=[CH:8]2)#[C:2][CH2:3][CH3:4].I[C:21]1[CH:26]=[CH:25][CH:24]=[CH:23][CH:22]=1.[CH2:27]([O:29][C:30](=[O:42])/[CH:31]=[CH:32]/[C:33]1[CH:38]=[CH:37][C:36](B(O)O)=[CH:35][CH:34]=1)[CH3:28].C([O-])([O-])=O.[K+].[K+].N#N, predict the reaction product. The product is: [C:21]1(/[C:2](/[CH2:3][CH3:4])=[C:1](\[C:36]2[CH:37]=[CH:38][C:33](/[CH:32]=[CH:31]/[C:30]([O:29][CH2:27][CH3:28])=[O:42])=[CH:34][CH:35]=2)/[C:5]2[CH:6]=[C:7]3[C:11](=[CH:12][CH:13]=2)[N:10]([CH:14]2[CH2:19][CH2:18][CH2:17][CH2:16][O:15]2)[N:9]=[CH:8]3)[CH:26]=[CH:25][CH:24]=[CH:23][CH:22]=1. (5) Given the reactants [F:1][C:2]1[CH:15]=[C:14]([N+:16]([O-:18])=[O:17])[CH:13]=[CH:12][C:3]=1[O:4][C:5]1[CH:10]=[CH:9][N:8]=[C:7]([NH2:11])[CH:6]=1.C(N(CC)CC)C.Cl[C:27](OC1C=CC=CC=1)=[O:28].Cl.Cl.[N:38]1([CH2:43][CH:44]2[CH2:49][CH2:48][NH:47][CH2:46][CH2:45]2)[CH2:42][CH2:41][CH2:40][CH2:39]1, predict the reaction product. The product is: [F:1][C:2]1[CH:15]=[C:14]([N+:16]([O-:18])=[O:17])[CH:13]=[CH:12][C:3]=1[O:4][C:5]1[CH:10]=[CH:9][N:8]=[C:7]([NH:11][C:27]([N:47]2[CH2:48][CH2:49][CH:44]([CH2:43][N:38]3[CH2:42][CH2:41][CH2:40][CH2:39]3)[CH2:45][CH2:46]2)=[O:28])[CH:6]=1. (6) Given the reactants [Cl:1][C:2]1[C:3]([C:27]2[C:35]3[C:30](=[CH:31][CH:32]=[CH:33][CH:34]=3)[N:29]([CH3:36])[CH:28]=2)=[N:4][C:5]([NH:8][C:9]2[CH:14]=[C:13]([N+:15]([O-])=O)[C:12]([N:18]3[CH2:21][CH:20]([N:22]([CH3:24])[CH3:23])[CH2:19]3)=[CH:11][C:10]=2[O:25][CH3:26])=[N:6][CH:7]=1.[NH4+].[Cl-], predict the reaction product. The product is: [Cl:1][C:2]1[C:3]([C:27]2[C:35]3[C:30](=[CH:31][CH:32]=[CH:33][CH:34]=3)[N:29]([CH3:36])[CH:28]=2)=[N:4][C:5]([NH:8][C:9]2[C:10]([O:25][CH3:26])=[CH:11][C:12]([N:18]3[CH2:19][CH:20]([N:22]([CH3:24])[CH3:23])[CH2:21]3)=[C:13]([NH2:15])[CH:14]=2)=[N:6][CH:7]=1. (7) Given the reactants Br[C:2]1[C:3]([C:22]2[CH2:23][CH2:24][NH:25][CH2:26][CH:27]=2)=[N:4][C:5]2[N:6]([N:9]=[CH:10][C:11]=2[C:12]2[CH:13]=[N:14][C:15]3[C:20]([CH:21]=2)=[CH:19][CH:18]=[CH:17][CH:16]=3)[C:7]=1[NH2:8].[Cl:28]N1C(=O)CCC1=O.BrN1C(=O)CCC1=O, predict the reaction product. The product is: [Cl:28][C:2]1[C:3]([C:22]2[CH2:23][CH2:24][NH:25][CH2:26][CH:27]=2)=[N:4][C:5]2[N:6]([N:9]=[CH:10][C:11]=2[C:12]2[CH:13]=[N:14][C:15]3[C:20]([CH:21]=2)=[CH:19][CH:18]=[CH:17][CH:16]=3)[C:7]=1[NH2:8]. (8) Given the reactants C[O:2]/[CH:3]=[CH:4]/[C:5]([CH3:14])([CH3:13])[CH2:6][CH2:7][CH2:8][CH2:9][CH2:10][CH2:11][OH:12].C(O)=O.OC1C2NC(=O)SC=2C([C@@H](O)CNCCC(C)(C)CCCCCCN2CCC3(OCCN(C(C4N=C(C(C)C)SC=4)=O)C3)CC2)=CC=1.C(N(CC)CC)C.[CH3:72][S:73](Cl)(=[O:75])=[O:74], predict the reaction product. The product is: [CH3:72][S:73]([O:12][CH2:11][CH2:10][CH2:9][CH2:8][CH2:7][CH2:6][C:5]([CH3:14])([CH3:13])[CH2:4][CH:3]=[O:2])(=[O:75])=[O:74]. (9) Given the reactants P(=O)([O:5][CH2:6][CH:7]=[CH:8][CH3:9])OCC.[CH3:11][Si](C)(C)[N-][Si](C)(C)C.[Li+].C([CH:23]1[CH2:28][CH2:27][N:26]([S:29]([C:32]2([C:38]([O:40][C:41]([CH3:44])([CH3:43])[CH3:42])=[O:39])[CH2:37][CH2:36][O:35][CH2:34][CH2:33]2)(=[O:31])=[O:30])[CH2:25][CH2:24]1)=O.[CH2:45]([O:47]CC)[CH3:46], predict the reaction product. The product is: [CH2:45]([O:47][C:6](=[O:5])/[CH:7]=[CH:8]/[CH:9]=[CH:11]/[CH:23]1[CH2:24][CH2:25][N:26]([S:29]([C:32]2([C:38]([O:40][C:41]([CH3:42])([CH3:43])[CH3:44])=[O:39])[CH2:33][CH2:34][O:35][CH2:36][CH2:37]2)(=[O:31])=[O:30])[CH2:27][CH2:28]1)[CH3:46].